Dataset: Full USPTO retrosynthesis dataset with 1.9M reactions from patents (1976-2016). Task: Predict the reactants needed to synthesize the given product. (1) Given the product [OH:5][C:4]1[C:3]([CH3:10])=[CH:2][C:8]([O:9][CH2:18][C:19]([O:21][C:22]([CH3:25])([CH3:24])[CH3:23])=[O:20])=[CH:7][C:6]=1[CH3:11], predict the reactants needed to synthesize it. The reactants are: C[C:2]1[C:3]([CH3:10])=[C:4]([CH:6]=[CH:7][C:8]=1[OH:9])[OH:5].[C:11](=O)([O-])[O-].[Cs+].[Cs+].Br[CH2:18][C:19]([O:21][C:22]([CH3:25])([CH3:24])[CH3:23])=[O:20].C(=O)([O-])[O-].[K+].[K+]. (2) Given the product [Cl:1][C:2]1[CH:7]=[CH:6][C:5]([NH:8][C:9]([C:11]2[CH:16]=[CH:15][C:14]([N:17]=[CH:18][N:19]3[CH2:24][CH2:23][CH:22]([C:25]([OH:27])=[O:26])[CH2:21][CH2:20]3)=[CH:13][CH:12]=2)=[O:10])=[C:4]([C:30](=[O:40])[NH:31][C:32]2[CH:37]=[CH:36][C:35]([C:38]#[CH:39])=[CH:34][CH:33]=2)[CH:3]=1, predict the reactants needed to synthesize it. The reactants are: [Cl:1][C:2]1[CH:7]=[CH:6][C:5]([NH:8][C:9]([C:11]2[CH:16]=[CH:15][C:14]([N:17]=[CH:18][N:19]3[CH2:24][CH2:23][CH:22]([C:25]([O:27]CC)=[O:26])[CH2:21][CH2:20]3)=[CH:13][CH:12]=2)=[O:10])=[C:4]([C:30](=[O:40])[NH:31][C:32]2[CH:37]=[CH:36][C:35]([C:38]#[CH:39])=[CH:34][CH:33]=2)[CH:3]=1. (3) Given the product [F:1][C:2]1[CH:10]=[C:9]2[C:5]([C:6]([C:20]3[CH:21]=[N:22][CH:23]=[CH:24][CH:25]=3)=[CH:7][NH:8]2)=[CH:4][CH:3]=1, predict the reactants needed to synthesize it. The reactants are: [F:1][C:2]1[CH:10]=[C:9]2[C:5]([C:6]([C:20]3[CH:21]=[N:22][CH:23]=[CH:24][CH:25]=3)=[CH:7][N:8]2S(C2C=CC=CC=2)(=O)=O)=[CH:4][CH:3]=1.[OH-].[Na+]. (4) The reactants are: [CH2:1]([NH2:13])[CH2:2][CH2:3][CH2:4][CH2:5][CH2:6][CH2:7][CH2:8][CH2:9][CH2:10][CH2:11][CH3:12].I[C:15]1[CH:58]=[CH:57][C:18]([CH2:19][N:20]([C:52](=[O:56])[C:53]([OH:55])=[O:54])[CH2:21][C:22]2[CH:27]=[CH:26][C:25]([C:28]3[CH:33]=[CH:32][C:31]([C:34](NCCC4C=CC(OC5C=CC=CC=5)=CC=4)=[O:35])=[CH:30][CH:29]=3)=[CH:24][CH:23]=2)=[CH:17][CH:16]=1.[F:59][C:60]([F:76])([F:75])[C:61]1[CH:66]=[CH:65][CH:64]=[CH:63][C:62]=1C1C=CC(C=O)=CC=1. Given the product [CH2:1]([NH:13][C:34]([C:31]1[CH:30]=[CH:29][C:28]([C:25]2[CH:26]=[CH:27][C:22]([CH2:21][N:20]([C:52](=[O:56])[C:53]([OH:55])=[O:54])[CH2:19][C:18]3[CH:57]=[CH:58][C:15]([C:62]4[CH:63]=[CH:64][CH:65]=[CH:66][C:61]=4[C:60]([F:76])([F:75])[F:59])=[CH:16][CH:17]=3)=[CH:23][CH:24]=2)=[CH:33][CH:32]=1)=[O:35])[CH2:2][CH2:3][CH2:4][CH2:5][CH2:6][CH2:7][CH2:8][CH2:9][CH2:10][CH2:11][CH3:12], predict the reactants needed to synthesize it. (5) Given the product [Cl:19][C:14]1[CH:15]=[CH:16][CH:17]=[CH:18][C:13]=1[N:12]1[C:8]([C:5]2[CH:4]=[CH:3][C:2]([C:32]3[CH:31]=[CH:30][CH:29]=[C:28]([S:25]([CH3:24])(=[O:27])=[O:26])[CH:33]=3)=[CH:7][N:6]=2)=[CH:9][C:10]([C:20]([O:22][CH3:23])=[O:21])=[N:11]1, predict the reactants needed to synthesize it. The reactants are: Br[C:2]1[CH:3]=[CH:4][C:5]([C:8]2[N:12]([C:13]3[CH:18]=[CH:17][CH:16]=[CH:15][C:14]=3[Cl:19])[N:11]=[C:10]([C:20]([O:22][CH3:23])=[O:21])[CH:9]=2)=[N:6][CH:7]=1.[CH3:24][S:25]([C:28]1[CH:29]=[C:30](B(O)O)[CH:31]=[CH:32][CH:33]=1)(=[O:27])=[O:26].C([O-])([O-])=O.[K+].[K+]. (6) Given the product [NH2:21][C:22]1[N:26]([C:27]2[CH:28]=[CH:29][C:30]([F:33])=[CH:31][CH:32]=2)[N:25]=[CH:24][C:23]=1[C:34]([NH:36][CH2:37][C:38]([CH2:44][NH:45][C:6]([C:5]1[C:9]([F:13])=[CH:10][CH:11]=[CH:12][C:4]=1[O:3][CH:2]([F:1])[F:14])=[O:8])([OH:43])[C:39]([F:42])([F:41])[F:40])=[O:35], predict the reactants needed to synthesize it. The reactants are: [F:1][CH:2]([F:14])[O:3][C:4]1[CH:12]=[CH:11][CH:10]=[C:9]([F:13])[C:5]=1[C:6]([OH:8])=O.C(Cl)(=O)C(Cl)=O.[NH2:21][C:22]1[N:26]([C:27]2[CH:32]=[CH:31][C:30]([F:33])=[CH:29][CH:28]=2)[N:25]=[CH:24][C:23]=1[C:34]([NH:36][CH2:37][C:38]([CH2:44][NH2:45])([OH:43])[C:39]([F:42])([F:41])[F:40])=[O:35].C(N(C(C)C)CC)(C)C. (7) Given the product [Cl:14][C:8]1[CH:7]=[C:6]2[C:11]([C:12](=[O:13])[C:3]([CH2:2][NH:1][C:28]([C:25]3[CH:26]=[CH:27][N:22]([CH3:21])[C:23](=[O:31])[CH:24]=3)=[O:29])=[CH:4][N:5]2[C:15]2[CH:16]=[CH:17][CH:18]=[CH:19][CH:20]=2)=[CH:10][CH:9]=1, predict the reactants needed to synthesize it. The reactants are: [NH2:1][CH2:2][C:3]1[C:12](=[O:13])[C:11]2[C:6](=[CH:7][C:8]([Cl:14])=[CH:9][CH:10]=2)[N:5]([C:15]2[CH:20]=[CH:19][CH:18]=[CH:17][CH:16]=2)[CH:4]=1.[CH3:21][N:22]1[CH:27]=[CH:26][C:25]([C:28](O)=[O:29])=[CH:24][C:23]1=[O:31]. (8) The reactants are: [O:1]=[C:2]1[CH2:10][C:9]2[C:4](=[CH:5][CH:6]=[C:7]([C:11]([OH:13])=O)[CH:8]=2)[NH:3]1.CCN(C(C)C)C(C)C.C1C=CC2N(O)N=NC=2C=1.Cl.[NH2:34][CH2:35][C:36]([C:38]1[CH:43]=[CH:42][CH:41]=[CH:40][CH:39]=1)=O.S(=O)(=O)(O)O. Given the product [C:38]1([C:36]2[O:13][C:11]([C:7]3[CH:8]=[C:9]4[C:4](=[CH:5][CH:6]=3)[NH:3][C:2](=[O:1])[CH2:10]4)=[N:34][CH:35]=2)[CH:43]=[CH:42][CH:41]=[CH:40][CH:39]=1, predict the reactants needed to synthesize it.